This data is from Drug-target binding data from BindingDB using Ki measurements. The task is: Regression. Given a target protein amino acid sequence and a drug SMILES string, predict the binding affinity score between them. We predict pKi (pKi = -log10(Ki in M); higher means stronger inhibition). Dataset: bindingdb_ki. (1) The compound is CCCn1c(=O)c2[nH]c(C34CC5CC(CC3C5)C4)nc2n(CCC)c1=O. The target protein (Q9NSA0) has sequence MAFSKLLEQAGGVGLFQTLQVLTFILPCLMIPSQMLLENFSAAIPGHRCWTHMLDNGSAVSTNMTPKALLTISIPPGPNQGPHQCRRFRQPQWQLLDPNATATSWSEADTEPCVDGWVYDRSVFTSTIVAKWDLVCSSQGLKPLSQSIFMSGILVGSFIWGLLSYRFGRKPMLSWCCLQLAVAGTSTIFAPTFVIYCGLRFVAAFGMAGIFLSSLTLMVEWTTTSRRAVTMTVVGCAFSAGQAALGGLAFALRDWRTLQLAASVPFFAISLISWWLPESARWLIIKGKPDQALQELRKVARINGHKEAKNLTIEVLMSSVKEEVASAKEPRSVLDLFCVPVLRWRSCAMLVVNFSLLISYYGLVFDLQSLGRDIFLLQALFGAVDFLGRATTALLLSFLGRRTIQAGSQAMAGLAILANMLVPQDLQTLRVVFAVLGKGCFGISLTCLTIYKAELFPTPVRMTADGILHTVGRLGAMMGPLILMSRQALPLLPPLLYGVI.... The pKi is 4.7. (2) The compound is CSCC1CN(Cc2c[nH]c3c(N)ncnc23)C1. The target protein sequence is MKIGIIAAMPEELAYLVQHLDNTQEQVVLGNTYHTGTIASHEVVLVESGIGKVMSAMSVAILADHFQVDALINTGSAGAVAEGIAVGDVVIADKLAYHDVDVTAFGYAYGQMAQQPLYFESDKTFVAQIQESLSQLDQNWHLGLIATGDSFVAGNDKIEAIKSHFPEVLAVEMEGAAIAQAAHTLNLPVLVIRAMSDNANHEANIFFDEFIIEAGRRSAQVLLAFLKALD. The pKi is 7.1. (3) The compound is Cc1cccc(C)c1OCC(=O)NC[C@](O)(Cc1ccccc1)C(=O)N1CSC(C)(C)[C@H]1C(=O)N[C@H]1c2ccccc2C[C@H]1O. The target protein sequence is MDIAVKEQDYSNGLIKNSAAFENLKFSNIKNFKVQKRFQILYYILFVFVTGIFFFFLISTYFFTPNYKVNKIVQNTEHLTLAFKIERPYDKVLKTISKKNLKNYIKETFNFFKSGYMKQNYLGSENDVIELDDVANIMFYGEGEVGDNHQKFMLIFDTGSANLWVPSKKCNSSGCSIKNLYDSSKSKSYEKDGTKVDITYGSGTVKGFFSKDLVTLGHLSMPYKFIEVTDTDDLEPIYSSVEFDGILGLGWKDLSIGSIDPIVVELKNQNKIDNALFTFYLPVHDVHAGYLTIGGIEEKFYEGNITYEKLNHDLYWQIDLDVHFGKQTMEKANVIVDSGTTTITAPSEFLNKFFANLNVIKVPFLPFYVTTCDNKEMPTLEFKSANNTYTLEPEYYMNPILEVDDTLCMITMLPVDIDSNTFILGDPFMRKYFTVFDYDKESVGFAIAKN. The pKi is 6.7. (4) The pKi is 4.9. The compound is Cc1ccc(Oc2ccc(NC(=O)CN3C(=O)/C(=C/c4ccc(O)c(O)c4)SC3=S)cc2)cc1. The target protein (P06149) has sequence MSSMTTTDNKAFLNELARLVGSSHLLTDPAKTARYRKGFRSGQGDALAVVFPGSLLELWRVLKACVTADKIILMQAANTGLTEGSTPNGNDYDRDVVIISTLRLDKLHVLGKGEQVLAYPGTTLYSLEKALKPLGREPHSVIGSSCIGASVIGGICNNSGGSLVQRGPAYTEMSLFARINEDGKLTLVNHLGIDLGETPEQILSKLDDDRIKDDDVRHDGRHAHDYDYVHRVRDIEADTPARYNADPDRLFESSGCAGKLAVFAVRLDTFEAEKNQQVFYIGTNQPEVLTEIRRHILANFENLPVAGEYMHRDIYDIAEKYGKDTFLMIDKLGTDKMPFFFNLKGRTDAMLEKVKFFRPHFTDRAMQKFGHLFPSHLPPRMKNWRDKYEHHLLLKMAGDGVGEAKSWLVDYFKQAEGDFFVCTPEEGSKAFLHRFAAAGAAIRYQAVHSDEVEDILALDIALRRNDTEWYEHLPPEIDSQLVHKLYYGHFMCYVFHQDYI.... (5) The small molecule is O=C(c1ccc(F)cc1)C1CCN(CCn2c(=O)[nH]c3ccccc3c2=O)CC1. The target protein sequence is MVLAQGPVNHSTPDWESGPPSEPGGSGWVAAALCVVIALTAAANSLLIVLICTQPALRNTSNFFLVSLFTSDLMVGLVVMPPAMLNALYGRWVLARGLCLLWAAFDVMCCSASILNLCLISLDRYLLILSPLRYKLRMTPPRALALVLSAWSLAALASFLPLLLGWHELGRVRAPAPGQCRLLASLPFVLVASGLTFFLPSGAICFTYCRILLAARKQAVQVASLTTAMTGQALETLQVPRTPRPGVESADSRRLATKHSRKALKASLTLGILLGMFFVTWLPFFVANIAQAVCDCVSPGLFDGLTWLGYCNSTMNPIIYPLFMRDFKRALGRFMPCPRCPREHQASLASPSMRTSHSGPRPGLSLQHVLPLPLPTNLDLDSDSGTGGSSGPQFTAQLLLPGEAARDPPLPAKATTAVNVFNVDPVEPELRLHPRGSPTN. The pKi is 5.0. (6) The compound is c1cc([C@H]2CNCCO2)ccc1Nc1ccc(C2COC2)cn1. The target protein (Q923X8) has sequence MATDDDRFPWDQDSILSRDLLSASSMQLCYEKLNRSCVRSPYSPGPRLILYAVFGFGAVLAVCGNLLVMTSILHFRQLHSPANFLVASLACADFLVGLTVMPFSMVRSVEGCWYFGDIYCKFHSSFDGSFCYSSIFHLCFISADRYIAVSDPLIYPTRFTASVSGKCITFSWLLSIIYSFSLFYTGVNEAGLEDLVSALTCVGGCQIAVNQSWVFINFLLFLVPALVMMTVYSKIFLIAKQQAQNIEKMGKQTARASESYKDRVAKRERKAAKTLGIAVAAFLLSWLPYFIDSIIDAFLGFVTPTYVYEILVWIGYYNSAMNPLIYAFFYPWFRKAIKLIVTGKILRENSSATNLFPE. The pKi is 6.5.